This data is from Forward reaction prediction with 1.9M reactions from USPTO patents (1976-2016). The task is: Predict the product of the given reaction. (1) Given the reactants Cl.[CH3:2][O:3][C:4]1[CH:5]=[C:6]([C:12]2[C:13]([CH3:25])([CH3:24])[C:14](=[O:23])[N:15]([CH:17]3[CH2:22][CH2:21][NH:20][CH2:19][CH2:18]3)[N:16]=2)[CH:7]=[CH:8][C:9]=1[O:10][CH3:11].[F:26][C:27]1[CH:35]=[CH:34][CH:33]=[C:32]([F:36])[C:28]=1[C:29](Cl)=[O:30], predict the reaction product. The product is: [F:26][C:27]1[CH:35]=[CH:34][CH:33]=[C:32]([F:36])[C:28]=1[C:29]([N:20]1[CH2:21][CH2:22][CH:17]([N:15]2[C:14](=[O:23])[C:13]([CH3:25])([CH3:24])[C:12]([C:6]3[CH:7]=[CH:8][C:9]([O:10][CH3:11])=[C:4]([O:3][CH3:2])[CH:5]=3)=[N:16]2)[CH2:18][CH2:19]1)=[O:30]. (2) Given the reactants [C:1]([O:5][C:6](=[O:23])[NH:7][C:8]1[CH2:9][O:10][CH2:11][C:12]([C:15]2[CH:20]=[C:19]([NH2:21])[CH:18]=[CH:17][C:16]=2[F:22])([CH3:14])[N:13]=1)([CH3:4])([CH3:3])[CH3:2].CC([O-])=O.[Na+].[O:29]1[CH:33]=[CH:32][CH:31]=[C:30]1[CH:34]=O.[BH4-].[Na+], predict the reaction product. The product is: [C:1]([O:5][C:6](=[O:23])[NH:7][C:8]1[CH2:9][O:10][CH2:11][C:12]([C:15]2[CH:20]=[C:19]([NH:21][CH2:34][C:30]3[O:29][CH:33]=[CH:32][CH:31]=3)[CH:18]=[CH:17][C:16]=2[F:22])([CH3:14])[N:13]=1)([CH3:2])([CH3:3])[CH3:4]. (3) Given the reactants [CH3:1][C:2]1[C:7]([NH:8][C:9](=[O:15])[O:10][C:11]([CH3:14])([CH3:13])[CH3:12])=[C:6]([CH3:16])[N:5]=[C:4]([O:17][CH2:18][C:19]([N:21]([CH3:28])[CH:22]2[CH2:27][CH2:26][NH:25][CH2:24][CH2:23]2)=[O:20])[N:3]=1.[C:29]1(=O)[CH2:34][CH2:33][CH2:32][CH2:31][CH2:30]1.C(O[BH-](OC(=O)C)OC(=O)C)(=O)C.[Na+], predict the reaction product. The product is: [CH:29]1([N:25]2[CH2:24][CH2:23][CH:22]([N:21]([CH3:28])[C:19](=[O:20])[CH2:18][O:17][C:4]3[N:3]=[C:2]([CH3:1])[C:7]([NH:8][C:9](=[O:15])[O:10][C:11]([CH3:14])([CH3:12])[CH3:13])=[C:6]([CH3:16])[N:5]=3)[CH2:27][CH2:26]2)[CH2:34][CH2:33][CH2:32][CH2:31][CH2:30]1. (4) The product is: [OH:1][N:2]([CH:3]([CH2:13][S:14]([N:17]1[CH2:22][CH2:21][N:20]([C:23]2[CH:28]=[CH:27][C:26]([C:29]#[C:30][C:31]3[S:32][CH:33]=[CH:34][CH:35]=3)=[CH:25][N:24]=2)[CH2:19][CH2:18]1)(=[O:16])=[O:15])[CH2:4][CH2:5][CH2:6][C:7]1[N:12]=[CH:11][CH:10]=[CH:9][N:8]=1)[CH:38]=[O:39]. Given the reactants [OH:1][NH:2][CH:3]([CH2:13][S:14]([N:17]1[CH2:22][CH2:21][N:20]([C:23]2[CH:28]=[CH:27][C:26]([C:29]#[C:30][C:31]3[S:32][CH:33]=[CH:34][CH:35]=3)=[CH:25][N:24]=2)[CH2:19][CH2:18]1)(=[O:16])=[O:15])[CH2:4][CH2:5][CH2:6][C:7]1[N:12]=[CH:11][CH:10]=[CH:9][N:8]=1.C1C[O:39][CH2:38]C1, predict the reaction product. (5) Given the reactants COC1C=CC(C[N:8]2[C:12]3[N:13]=[CH:14][C:15]4[CH2:16][CH2:17][NH:18][C:19]5[CH:25]=[CH:24][CH:23]=[CH:22][C:20]=5[C:21]=4[C:11]=3[CH:10]=[N:9]2)=CC=1.[C:28]1([N:34]=[C:35]=[O:36])[CH:33]=[CH:32][CH:31]=[CH:30][CH:29]=1, predict the reaction product. The product is: [C:28]1([NH:34][C:35]([N:18]2[C:19]3[CH:25]=[CH:24][CH:23]=[CH:22][C:20]=3[C:21]3[C:11]4[CH:10]=[N:9][NH:8][C:12]=4[N:13]=[CH:14][C:15]=3[CH2:16][CH2:17]2)=[O:36])[CH:33]=[CH:32][CH:31]=[CH:30][CH:29]=1. (6) Given the reactants [CH3:1][O:2][C:3]([C:5]1[S:9][C:8]([N:10]2[CH2:15][CH2:14][NH:13][CH2:12][CH2:11]2)=[N:7][CH:6]=1)=[O:4].[CH3:16][C:17]1[CH:22]=[CH:21][C:20]([S:23](Cl)(=[O:25])=[O:24])=[CH:19][CH:18]=1.C(N(CC)CC)C.O, predict the reaction product. The product is: [CH3:1][O:2][C:3]([C:5]1[S:9][C:8]([N:10]2[CH2:11][CH2:12][N:13]([S:23]([C:20]3[CH:21]=[CH:22][C:17]([CH3:16])=[CH:18][CH:19]=3)(=[O:25])=[O:24])[CH2:14][CH2:15]2)=[N:7][CH:6]=1)=[O:4]. (7) The product is: [ClH:1].[Cl:1][CH2:2][C@H:3]1[C:11]2[C:10]3[CH:12]=[CH:13][CH:14]=[CH:15][C:9]=3[C:8]([OH:16])=[CH:7][C:6]=2[NH:5][CH2:4]1. Given the reactants [Cl:1][CH2:2][C@H:3]1[C:11]2[C:10]3[CH:12]=[CH:13][CH:14]=[CH:15][C:9]=3[C:8]([OH:16])=[CH:7][C:6]=2[N:5](C(OC(C)(C)C)=O)[CH2:4]1.Cl.O1CCOCC1, predict the reaction product. (8) Given the reactants [H-].[Na+].[C:3]1([OH:13])[C:12]2[C:7](=[CH:8][CH:9]=[CH:10][CH:11]=2)[CH:6]=[CH:5][CH:4]=1.[CH2:14]([CH:16]1[O:18][CH2:17]1)Cl.C(OCC)C, predict the reaction product. The product is: [CH2:14]([O:13][C:3]1[C:12]2[C:7](=[CH:8][CH:9]=[CH:10][CH:11]=2)[CH:6]=[CH:5][CH:4]=1)[CH:16]1[O:18][CH2:17]1. (9) The product is: [Cl:1][C:2]1[CH:3]=[C:4]([NH:22][C:23](=[O:28])[CH2:24][C:25]([O-:27])=[O:26])[CH:5]=[C:6]([CH3:21])[C:7]=1[O:8][C:9]1[CH:10]=[C:11]2[C:15](=[CH:16][CH:17]=1)[NH:14][CH:13]=[C:12]2[CH:18]([CH3:19])[CH3:20].[K+:30]. Given the reactants [Cl:1][C:2]1[CH:3]=[C:4]([NH:22][C:23](=[O:28])[CH2:24][C:25]([OH:27])=[O:26])[CH:5]=[C:6]([CH3:21])[C:7]=1[O:8][C:9]1[CH:10]=[C:11]2[C:15](=[CH:16][CH:17]=1)[NH:14][CH:13]=[C:12]2[CH:18]([CH3:20])[CH3:19].[OH-].[K+:30], predict the reaction product. (10) Given the reactants [C:1]([C:4]1[N:5]=[C:6]2[N:16]([CH:17]=1)[CH2:15][CH2:14][O:13][C:12]1[CH:11]=[C:10]([F:18])[C:9]([C:19]#[C:20][C:21]([OH:27])([CH3:26])[C:22](OC)=[O:23])=[CH:8][C:7]2=1)(=[O:3])[NH2:2].Cl.[NH:29]1[CH2:32][CH:31]([C:33]#[N:34])[CH2:30]1.C(N(CC)CC)C, predict the reaction product. The product is: [C:33]([CH:31]1[CH2:32][N:29]([C:22](=[O:23])[C:21]([OH:27])([CH3:26])[C:20]#[C:19][C:9]2[C:10]([F:18])=[CH:11][C:12]3[O:13][CH2:14][CH2:15][N:16]4[C:6](=[N:5][C:4]([C:1]([NH2:2])=[O:3])=[CH:17]4)[C:7]=3[CH:8]=2)[CH2:30]1)#[N:34].